This data is from Reaction yield outcomes from USPTO patents with 853,638 reactions. The task is: Predict the reaction yield, written as a fraction of the theoretical maximum amount of product (1.0 means a 100% yield; for example, 0.34 means a 34% yield). (1) The reactants are [CH2:1]=[O:2].[ClH:3].[C:4]([N:8]1[C:12](OC)=[CH:11][C:10]([C:15]([F:18])([F:17])[F:16])=[N:9]1)([CH3:7])([CH3:6])[CH3:5].O.[C:20](O)(=O)C. No catalyst specified. The product is [C:4]([N:8]1[C:1]([O:2][CH3:20])=[C:11]([CH2:12][Cl:3])[C:10]([C:15]([F:16])([F:17])[F:18])=[N:9]1)([CH3:5])([CH3:6])[CH3:7]. The yield is 0.890. (2) The reactants are Br[C:2]1[CH:3]=[C:4]([CH:7]=[C:8]([O:11][CH2:12][CH3:13])[C:9]=1[OH:10])[CH:5]=[O:6].[CH3:14][S:15]SC. The catalyst is N1C=CC=CC=1. The product is [CH2:12]([O:11][C:8]1[CH:7]=[C:4]([CH:3]=[C:2]([S:15][CH3:14])[C:9]=1[OH:10])[CH:5]=[O:6])[CH3:13]. The yield is 0.690. (3) The reactants are [Br:1][C:2]1[C:3](Cl)=[N:4][C:5]([Cl:8])=[N:6][CH:7]=1.[NH2:10][CH2:11][CH2:12][CH2:13][N:14]1[CH2:18][CH2:17][CH2:16][C:15]1=[O:19].C(=O)([O-])[O-].[K+].[K+]. The catalyst is O1CCOCC1. The product is [Cl:8][C:5]1[N:4]=[C:3]([NH:10][CH2:11][CH2:12][CH2:13][N:14]2[CH2:18][CH2:17][CH2:16][C:15]2=[O:19])[C:2]([Br:1])=[CH:7][N:6]=1. The yield is 0.750.